This data is from HIV replication inhibition screening data with 41,000+ compounds from the AIDS Antiviral Screen. The task is: Binary Classification. Given a drug SMILES string, predict its activity (active/inactive) in a high-throughput screening assay against a specified biological target. The compound is CC(C)=CC(=O)OC1CC(C)(C)CC2C3=CCC4C56CCC(O)(OC5)C(C)(C)C6CCC4(C)C3(C)CCC12C(=O)O. The result is 0 (inactive).